The task is: Predict which catalyst facilitates the given reaction.. This data is from Catalyst prediction with 721,799 reactions and 888 catalyst types from USPTO. (1) Reactant: [NH:1]1[C:9]2[C:4](=[CH:5][CH:6]=[CH:7][CH:8]=2)[CH:3]([CH2:10][C:11](OC)=[O:12])[CH2:2]1.[H-].[Al+3].[Li+].[H-].[H-].[H-]. Product: [NH:1]1[C:9]2[C:4](=[CH:5][CH:6]=[CH:7][CH:8]=2)[CH:3]([CH2:10][CH2:11][OH:12])[CH2:2]1. The catalyst class is: 7. (2) Reactant: [CH2:1]([O:3][C:4]([CH:6]1[CH2:10][CH2:9][C:8](=[O:11])[CH2:7]1)=[O:5])[CH3:2].[BH4-].[Na+].O. Product: [OH:11][CH:8]1[CH2:9][CH2:10][CH:6]([C:4]([O:3][CH2:1][CH3:2])=[O:5])[CH2:7]1. The catalyst class is: 116. (3) Reactant: [CH2:1]([N:6]1[C:14]2[C:9](=[CH:10][CH:11]=[CH:12][CH:13]=2)[C:8]2([CH2:16][CH2:15]2)[C:7]1=[O:17])[CH2:2][CH2:3][CH2:4][CH3:5].[N+:18]([O-])([OH:20])=[O:19]. Product: [N+:18]([C:11]1[CH:10]=[C:9]2[C:14](=[CH:13][CH:12]=1)[N:6]([CH2:1][CH2:2][CH2:3][CH2:4][CH3:5])[C:7](=[O:17])[C:8]12[CH2:16][CH2:15]1)([O-:20])=[O:19]. The catalyst class is: 86.